The task is: Predict the product of the given reaction.. This data is from Forward reaction prediction with 1.9M reactions from USPTO patents (1976-2016). (1) Given the reactants [C:1]1([S:7]([N:10]2[C:14]3[N:15]=[CH:16][N:17]=[C:18]([N:19]4[CH2:24][CH2:23][NH:22][C:21]([CH3:26])([CH3:25])[CH2:20]4)[C:13]=3[CH:12]=[C:11]2[C:27]2[CH:32]=[CH:31][N:30]=[C:29]([O:33][CH3:34])[CH:28]=2)(=[O:9])=[O:8])[CH:6]=[CH:5][CH:4]=[CH:3][CH:2]=1.C(N(CC)CC)C.[F:42][CH:43]([F:66])[O:44][C:45]1[CH:46]=[C:47]([C@@H:51]([NH:53][C:54](=O)[O:55]C2C=CC([N+]([O-])=O)=CC=2)[CH3:52])[CH:48]=[CH:49][CH:50]=1, predict the reaction product. The product is: [C:1]1([S:7]([N:10]2[C:14]3[N:15]=[CH:16][N:17]=[C:18]([N:19]4[CH2:24][CH2:23][N:22]([C:54]([NH:53][C@H:51]([C:47]5[CH:48]=[CH:49][CH:50]=[C:45]([O:44][CH:43]([F:42])[F:66])[CH:46]=5)[CH3:52])=[O:55])[C:21]([CH3:26])([CH3:25])[CH2:20]4)[C:13]=3[CH:12]=[C:11]2[C:27]2[CH:32]=[CH:31][N:30]=[C:29]([O:33][CH3:34])[CH:28]=2)(=[O:9])=[O:8])[CH:2]=[CH:3][CH:4]=[CH:5][CH:6]=1. (2) Given the reactants [C:1]([O:5][C:6]([N:8]1[C:17]2[C:12](=[CH:13][CH:14]=[CH:15][CH:16]=2)[N:11]([C:18]2[CH:23]=[CH:22][C:21]([N:24]3[CH2:29][CH2:28][NH:27][CH2:26][CH2:25]3)=[CH:20][CH:19]=2)[CH2:10][CH2:9]1)=[O:7])([CH3:4])([CH3:3])[CH3:2].Cl[CH2:31][CH2:32][S:33](Cl)(=[O:35])=[O:34].C(N(CC)CC)C, predict the reaction product. The product is: [C:1]([O:5][C:6]([N:8]1[C:17]2[C:12](=[CH:13][CH:14]=[CH:15][CH:16]=2)[N:11]([C:18]2[CH:23]=[CH:22][C:21]([N:24]3[CH2:29][CH2:28][N:27]([S:33]([CH:32]=[CH2:31])(=[O:35])=[O:34])[CH2:26][CH2:25]3)=[CH:20][CH:19]=2)[CH2:10][CH2:9]1)=[O:7])([CH3:4])([CH3:2])[CH3:3]. (3) Given the reactants C(#N)C.C(O[C:9]([N:11]1[CH2:16][CH2:15][NH:14][CH2:13][CH2:12]1)=[O:10])(C)(C)C.[CH3:17][N:18]([C:22]1[CH:27]=[CH:26][CH:25]=[CH:24][CH:23]=1)C([Cl:21])=O.Cl, predict the reaction product. The product is: [ClH:21].[CH3:17][N:18]([C:22]1[CH:27]=[CH:26][CH:25]=[CH:24][CH:23]=1)[C:9]([N:11]1[CH2:12][CH2:13][NH:14][CH2:15][CH2:16]1)=[O:10]. (4) Given the reactants [CH2:1]([O:8][C:9](=[O:27])[NH:10][C@H:11]1[C:20]2[C:15](=[CH:16][CH:17]=[C:18]([C:21]([F:24])([F:23])[F:22])[CH:19]=2)[NH:14][C@@H:13]([CH2:25][CH3:26])[CH2:12]1)[C:2]1[CH:7]=[CH:6][CH:5]=[CH:4][CH:3]=1.N1C=CC=CC=1.Cl[C:35]([O:37][CH2:38][CH3:39])=[O:36].[OH-].[K+], predict the reaction product. The product is: [CH2:38]([O:37][C:35]([N:14]1[C:15]2[C:20](=[CH:19][C:18]([C:21]([F:24])([F:22])[F:23])=[CH:17][CH:16]=2)[C@H:11]([NH:10][C:9]([O:8][CH2:1][C:2]2[CH:3]=[CH:4][CH:5]=[CH:6][CH:7]=2)=[O:27])[CH2:12][C@@H:13]1[CH2:25][CH3:26])=[O:36])[CH3:39]. (5) Given the reactants [NH2:1][C:2]1[CH:9]=[CH:8][CH:7]=[C:6]([O:10][CH:11]([CH2:15][CH2:16][CH3:17])[CH2:12][CH2:13][CH3:14])[C:3]=1[C:4]#[N:5].O=[C:19]([CH3:26])[CH2:20][C:21]([O:23][CH2:24][CH3:25])=[O:22], predict the reaction product. The product is: [NH2:5][C:4]1[C:3]2[C:2](=[CH:9][CH:8]=[CH:7][C:6]=2[O:10][CH:11]([CH2:15][CH2:16][CH3:17])[CH2:12][CH2:13][CH3:14])[N:1]=[C:19]([CH3:26])[C:20]=1[C:21]([O:23][CH2:24][CH3:25])=[O:22].